Predict the reactants needed to synthesize the given product. From a dataset of Full USPTO retrosynthesis dataset with 1.9M reactions from patents (1976-2016). (1) Given the product [CH2:22]([S:24]([C:27]1[CH:32]=[CH:31][C:30]([O:1][C:2]2[CH:3]=[C:4]([CH:13]=[C:14]([O:16][C@@H:17]([CH3:21])[CH2:18][O:19][CH3:20])[CH:15]=2)[C:5]([NH:7][C:8]2[S:9][CH:10]=[CH:11][N:12]=2)=[O:6])=[CH:29][CH:28]=1)(=[O:25])=[O:26])[CH3:23], predict the reactants needed to synthesize it. The reactants are: [OH:1][C:2]1[CH:3]=[C:4]([CH:13]=[C:14]([O:16][C@@H:17]([CH3:21])[CH2:18][O:19][CH3:20])[CH:15]=1)[C:5]([NH:7][C:8]1[S:9][CH:10]=[CH:11][N:12]=1)=[O:6].[CH2:22]([S:24]([C:27]1[CH:32]=[CH:31][C:30](B(O)O)=[CH:29][CH:28]=1)(=[O:26])=[O:25])[CH3:23].C(N(CC)CC)C. (2) Given the product [Cl:1][C:2]1[CH:7]=[CH:6][C:5]([C:8]2[C:17]3[C:12](=[CH:13][CH:14]=[C:15]([C:18]([NH:67][CH:65]([C:61]4[CH:62]=[CH:63][CH:64]=[C:59]([S:56]([CH3:55])(=[O:58])=[O:57])[CH:60]=4)[CH3:66])=[O:20])[CH:16]=3)[CH:11]=[N:10][CH:9]=2)=[CH:4][CH:3]=1, predict the reactants needed to synthesize it. The reactants are: [Cl:1][C:2]1[CH:7]=[CH:6][C:5]([C:8]2[C:17]3[C:12](=[CH:13][CH:14]=[C:15]([C:18]([OH:20])=O)[CH:16]=3)[CH:11]=[N:10][CH:9]=2)=[CH:4][CH:3]=1.C(N(CC)C(C)C)(C)C.F[P-](F)(F)(F)(F)F.N1(OC(N(C)C)=[N+](C)C)C2N=CC=CC=2N=N1.Cl.[CH3:55][S:56]([C:59]1[CH:60]=[C:61]([CH:65]([NH2:67])[CH3:66])[CH:62]=[CH:63][CH:64]=1)(=[O:58])=[O:57]. (3) Given the product [NH4+:8].[OH-:2].[CH3:12][C:7]1[NH:8][C:9]2[C:5]([CH:6]=1)=[CH:4][C:3]([OH:2])=[CH:11][CH:10]=2, predict the reactants needed to synthesize it. The reactants are: C[O:2][C:3]1[CH:4]=[C:5]2[C:9](=[CH:10][CH:11]=1)[NH:8][C:7]([CH3:12])=[CH:6]2.B(Br)(Br)Br.C(Cl)(Cl)Cl.CO. (4) Given the product [CH3:5][NH:6][C:7]([C:9]1[N:10]=[CH:11][C:12]([S:1]([Cl:4])(=[O:2])=[O:17])=[CH:13][CH:14]=1)=[O:8], predict the reactants needed to synthesize it. The reactants are: [S:1]([Cl:4])(Cl)=[O:2].[CH3:5][NH:6][C:7]([C:9]1[CH:14]=[CH:13][C:12](N)=[CH:11][N:10]=1)=[O:8].N([O-])=[O:17].[Na+].S(Cl)(Cl)=O.O. (5) The reactants are: [CH3:1][NH2:2].[Cl:3][C:4]1[CH:5]=[C:6]([CH2:10][C@H:11]([NH:15][C:16](=[O:22])[O:17][C:18]([CH3:21])([CH3:20])[CH3:19])[C@H:12]2[CH2:14][O:13]2)[CH:7]=[CH:8][CH:9]=1. Given the product [Cl:3][C:4]1[CH:5]=[C:6]([CH2:10][C@H:11]([NH:15][C:16](=[O:22])[O:17][C:18]([CH3:21])([CH3:20])[CH3:19])[C@H:12]([OH:13])[CH2:14][NH:2][CH3:1])[CH:7]=[CH:8][CH:9]=1, predict the reactants needed to synthesize it. (6) Given the product [CH:11]([OH:13])=[O:12].[Cl:1][C:2]1[CH:10]=[C:9]2[C:5]([CH:6]=[C:7]([S:18]([NH:21][C@H:22]3[CH2:26][CH2:25][N:24]([C:27]4[CH:28]=[C:29]5[C:34](=[CH:35][CH:36]=4)[CH2:33][NH:32][CH2:31][CH2:30]5)[C:23]3=[O:44])(=[O:20])=[O:19])[NH:8]2)=[CH:4][CH:3]=1, predict the reactants needed to synthesize it. The reactants are: [Cl:1][C:2]1[CH:10]=[C:9]2[C:5]([CH:6]=[C:7]([S:18]([NH:21][C@H:22]3[CH2:26][CH2:25][N:24]([C:27]4[CH:28]=[C:29]5[C:34](=[CH:35][CH:36]=4)[CH2:33][N:32](C(OC(C)(C)C)=O)[CH2:31][CH2:30]5)[C:23]3=[O:44])(=[O:20])=[O:19])[N:8]2[C:11]([O:13]C(C)(C)C)=[O:12])=[CH:4][CH:3]=1.Cl. (7) Given the product [Cl:9][C:8]1[CH:7]=[CH:6][CH:5]=[C:3]2[C:2]=1[CH:1]=[N:22][NH:4]2, predict the reactants needed to synthesize it. The reactants are: [CH3:1][C:2]1[C:8]([Cl:9])=[CH:7][CH:6]=[CH:5][C:3]=1[NH2:4].C([O-])(=O)C.[K+].C(OC(=O)C)(=O)C.[N:22](OCCC(C)C)=O.[Li+].[OH-].